Dataset: Full USPTO retrosynthesis dataset with 1.9M reactions from patents (1976-2016). Task: Predict the reactants needed to synthesize the given product. (1) The reactants are: [CH2:1]([N:3]([CH2:27][C:28]1[CH:33]=[CH:32][C:31]([F:34])=[CH:30][CH:29]=1)[C:4](=[O:26])[CH2:5][O:6][C:7]1[CH:12]=[CH:11][C:10]([CH2:13][CH2:14][O:15][C:16]2[CH:25]=[CH:24][CH:23]=[CH:22][C:17]=2[C:18]([O:20]C)=[O:19])=[CH:9][CH:8]=1)[CH3:2].O.[OH-].[Li+]. Given the product [CH2:1]([N:3]([CH2:27][C:28]1[CH:29]=[CH:30][C:31]([F:34])=[CH:32][CH:33]=1)[C:4](=[O:26])[CH2:5][O:6][C:7]1[CH:8]=[CH:9][C:10]([CH2:13][CH2:14][O:15][C:16]2[CH:25]=[CH:24][CH:23]=[CH:22][C:17]=2[C:18]([OH:20])=[O:19])=[CH:11][CH:12]=1)[CH3:2], predict the reactants needed to synthesize it. (2) The reactants are: [OH:1][C:2]1[CH:3]=[C:4]([NH:27][C:28]2[CH:29]=[CH:30][C:31]([OH:34])=[N:32][CH:33]=2)[CH:5]=[C:6]([C:8]2[CH:16]=[CH:15][CH:14]=[C:13]3[C:9]=2[CH:10]=[CH:11][N:12]3[Si](C(C)C)(C(C)C)C(C)C)[CH:7]=1. Given the product [OH:1][C:2]1[CH:3]=[C:4]([NH:27][C:28]2[CH:29]=[CH:30][C:31]([OH:34])=[N:32][CH:33]=2)[CH:5]=[C:6]([C:8]2[CH:16]=[CH:15][CH:14]=[C:13]3[C:9]=2[CH:10]=[CH:11][NH:12]3)[CH:7]=1, predict the reactants needed to synthesize it. (3) Given the product [F:8][C:9]1[CH:14]=[CH:13][C:12]([N:15]2[N:16]=[C:2]([CH3:1])[CH:4]=[N+:5]2[O-:6])=[CH:11][CH:10]=1, predict the reactants needed to synthesize it. The reactants are: [CH3:1][C:2](/[CH:4]=[N:5]/[OH:6])=O.Cl.[F:8][C:9]1[CH:14]=[CH:13][C:12]([NH:15][NH2:16])=[CH:11][CH:10]=1.